Dataset: Forward reaction prediction with 1.9M reactions from USPTO patents (1976-2016). Task: Predict the product of the given reaction. (1) Given the reactants [N+:1]([C:4]1[CH:9]=[CH:8][C:7]([C:10](=O)[CH2:11][CH2:12][C:13]([C:15]2[CH:20]=[CH:19][C:18]([N+:21]([O-:23])=[O:22])=[CH:17][CH:16]=2)=O)=[CH:6][CH:5]=1)([O-:3])=[O:2].[F:25][C:26]1[CH:32]=[CH:31][C:29]([NH2:30])=[CH:28][CH:27]=1, predict the reaction product. The product is: [F:25][C:26]1[CH:32]=[CH:31][C:29]([N:30]2[C:10]([C:7]3[CH:8]=[CH:9][C:4]([N+:1]([O-:3])=[O:2])=[CH:5][CH:6]=3)=[CH:11][CH:12]=[C:13]2[C:15]2[CH:20]=[CH:19][C:18]([N+:21]([O-:23])=[O:22])=[CH:17][CH:16]=2)=[CH:28][CH:27]=1. (2) Given the reactants C(O[C:4](=O)[CH2:5][C:6]1[CH:11]=[CH:10][C:9]([O:12][CH:13]([F:15])[F:14])=[C:8]([O:16][CH3:17])[CH:7]=1)C.[NH2:19][C:20]1[N:24]([CH2:25][CH:26]([OH:28])[CH3:27])[CH:23]=[N:22][C:21]=1[C:29]([NH2:31])=[O:30].[Na], predict the reaction product. The product is: [F:15][CH:13]([F:14])[O:12][C:9]1[CH:10]=[CH:11][C:6]([CH2:5][C:4]2[NH:31][C:29](=[O:30])[C:21]3[N:22]=[CH:23][N:24]([CH2:25][CH:26]([OH:28])[CH3:27])[C:20]=3[N:19]=2)=[CH:7][C:8]=1[O:16][CH3:17]. (3) The product is: [CH2:1]([O:3][C:4]([N:6]1[CH2:11][CH2:10][CH:9]([N:12]2[C:13]3[CH:18]=[C:17]([Cl:19])[CH:16]=[CH:15][C:14]=3[NH:20][C:32]2=[O:34])[CH2:8][CH2:7]1)=[O:5])[CH3:2]. Given the reactants [CH2:1]([O:3][C:4]([N:6]1[CH2:11][CH2:10][CH:9]([NH:12][C:13]2[CH:18]=[C:17]([Cl:19])[CH:16]=[CH:15][C:14]=2[N+:20]([O-])=O)[CH2:8][CH2:7]1)=[O:5])[CH3:2].Cl.CCN(CC)CC.Cl[C:32](Cl)([O:34]C(=O)OC(Cl)(Cl)Cl)Cl, predict the reaction product. (4) The product is: [C:1]([NH:4][CH2:5][C:6]1[CH:15]=[CH:14][C:13]2[C:8](=[CH:9][CH:10]=[C:11]([CH2:16][C:17]3[CH:18]=[C:19]([CH:24]=[CH:25][N:26]=3)[C:20]([OH:22])=[O:21])[CH:12]=2)[N:7]=1)(=[O:3])[CH3:2]. Given the reactants [C:1]([NH:4][CH2:5][C:6]1[CH:15]=[CH:14][C:13]2[C:8](=[CH:9][CH:10]=[C:11]([CH2:16][C:17]3[CH:18]=[C:19]([CH:24]=[CH:25][N:26]=3)[C:20]([O:22]C)=[O:21])[CH:12]=2)[N:7]=1)(=[O:3])[CH3:2].O[Li].O.Cl, predict the reaction product. (5) Given the reactants [C:1]([O:9]CC)(=O)[CH2:2][C:3]([O:5][CH2:6][CH3:7])=[O:4].[H-].[Na+].[H][H].[F:16][C:17]1[CH:35]=[CH:34][C:20]([CH2:21][N:22]2[C:27]3[CH:28]=[CH:29][CH:30]=[CH:31][C:26]=3[C:25](=O)[O:24]C2=O)=[CH:19][CH:18]=1, predict the reaction product. The product is: [CH2:6]([O:5][C:3]([C:2]1[C:1](=[O:9])[N:22]([CH2:21][C:20]2[CH:19]=[CH:18][C:17]([F:16])=[CH:35][CH:34]=2)[C:27]2[C:26]([C:25]=1[OH:24])=[CH:31][CH:30]=[CH:29][CH:28]=2)=[O:4])[CH3:7]. (6) Given the reactants C1C2C(COC([N:18]3[CH2:23][C@H:22]([C:24](=[O:44])[N:25]([CH:41]4[CH2:43][CH2:42]4)[CH2:26][C:27]4[C:35]5[C:30](=[CH:31][CH:32]=[CH:33][CH:34]=5)[N:29]([CH2:36][CH2:37][CH2:38][O:39][CH3:40])[CH:28]=4)[CH2:21][C@H:20]([NH2:45])[CH2:19]3)=O)C3C(=CC=CC=3)C=2C=CC=1.C(N(C(C)C)C(C)C)C.[C:55](Cl)(=[O:60])[C:56]([CH3:59])([CH3:58])[CH3:57], predict the reaction product. The product is: [CH:41]1([N:25]([CH2:26][C:27]2[C:35]3[C:30](=[CH:31][CH:32]=[CH:33][CH:34]=3)[N:29]([CH2:36][CH2:37][CH2:38][O:39][CH3:40])[CH:28]=2)[C:24]([C@@H:22]2[CH2:21][C@H:20]([NH:45][C:55](=[O:60])[C:56]([CH3:59])([CH3:58])[CH3:57])[CH2:19][NH:18][CH2:23]2)=[O:44])[CH2:42][CH2:43]1.